Dataset: Full USPTO retrosynthesis dataset with 1.9M reactions from patents (1976-2016). Task: Predict the reactants needed to synthesize the given product. (1) Given the product [Cl:40][C:36]1[C:35]([F:41])=[C:34]([C@H:16]2[C@H:13]3[N:12]([C:11](=[O:42])[N:10]([C:7]4[CH:8]=[CH:9][C:4]([C:3]([OH:43])=[O:2])=[CH:5][CH:6]=4)[C:14]3=[O:15])[C@@H:18]([CH2:19][C:20]([CH3:23])([CH3:22])[CH3:21])[C@@:17]2([C:26]2[CH:31]=[CH:30][C:29]([Cl:32])=[CH:28][C:27]=2[F:33])[C:24]#[N:25])[CH:39]=[CH:38][CH:37]=1, predict the reactants needed to synthesize it. The reactants are: C[O:2][C:3](=[O:43])[C:4]1[CH:9]=[CH:8][C:7]([N:10]2[C:14](=[O:15])[C@H:13]3[C@H:16]([C:34]4[CH:39]=[CH:38][CH:37]=[C:36]([Cl:40])[C:35]=4[F:41])[C@:17]([C:26]4[CH:31]=[CH:30][C:29]([Cl:32])=[CH:28][C:27]=4[F:33])([C:24]#[N:25])[C@H:18]([CH2:19][C:20]([CH3:23])([CH3:22])[CH3:21])[N:12]3[C:11]2=[O:42])=[CH:6][CH:5]=1.[Al](I)(I)I. (2) Given the product [CH2:33]([NH:37][C:16](=[O:22])[NH:1][C:2]1[N:6]([CH3:7])[N:5]=[C:4]([C:8]([O:10][CH3:11])=[O:9])[CH:3]=1)[CH:34]([CH3:36])[CH3:35], predict the reactants needed to synthesize it. The reactants are: [NH2:1][C:2]1[N:6]([CH3:7])[N:5]=[C:4]([C:8]([O:10][CH3:11])=[O:9])[CH:3]=1.ClC(Cl)(O[C:16](=[O:22])OC(Cl)(Cl)Cl)Cl.CCN(C(C)C)C(C)C.[CH2:33]([NH2:37])[CH:34]([CH3:36])[CH3:35].